From a dataset of Full USPTO retrosynthesis dataset with 1.9M reactions from patents (1976-2016). Predict the reactants needed to synthesize the given product. (1) Given the product [Cl:1][C:2]1[CH:11]=[CH:10][C:9]2[N+:8]([O-:23])=[CH:7][C:6]3[N:12]=[CH:13][N:14]([C:15]4[CH:20]=[CH:19][CH:18]=[CH:17][C:16]=4[Cl:21])[C:5]=3[C:4]=2[CH:3]=1, predict the reactants needed to synthesize it. The reactants are: [Cl:1][C:2]1[CH:11]=[CH:10][C:9]2[N:8]=[CH:7][C:6]3[N:12]=[CH:13][N:14]([C:15]4[CH:20]=[CH:19][CH:18]=[CH:17][C:16]=4[Cl:21])[C:5]=3[C:4]=2[CH:3]=1.C(=O)([O-])[O-:23].[Na+].[Na+].ClC1C=C(C=CC=1)C(OO)=O. (2) The reactants are: [C:1]1(C)[C:2]([CH:7]=[O:8])=[CH:3][CH:4]=[CH:5][CH:6]=1.[C:10]([CH2:12][C:13]([O:15]CC)=[O:14])#N.N1CCCC[CH2:19]1.[C-]#N.[Na+].Cl. Given the product [CH3:19][C:6]1[C:1]2[CH:12]([C:13]([OH:15])=[O:14])[CH2:10][C:7](=[O:8])[C:2]=2[CH:3]=[CH:4][CH:5]=1, predict the reactants needed to synthesize it. (3) Given the product [C:1]([C:5]1[CH:10]=[CH:9][CH:8]=[C:7]([CH:15]=[O:16])[C:6]=1[OH:11])([CH3:4])([CH3:2])[CH3:3], predict the reactants needed to synthesize it. The reactants are: [C:1]([C:5]1[CH:10]=[CH:9][CH:8]=[CH:7][C:6]=1[OH:11])([CH3:4])([CH3:3])[CH3:2].C[Mg]Br.[CH2:15]=[O:16].Cl. (4) The reactants are: C1(C)C=CC(C([C@](C(O)=O)(O)[C@](C(C2C=CC(C)=CC=2)=O)(O)C(O)=O)=O)=CC=1.[NH2:29][C@@H:30]1[CH:35]2[CH2:36][CH2:37][N:32]([CH2:33][CH2:34]2)[C@H:31]1[CH2:38][C:39]1[CH:40]=[N:41][CH:42]=[CH:43][CH:44]=1.[Cl-].[Na+].[OH-].[Na+]. Given the product [NH2:29][C@@H:30]1[CH:35]2[CH2:34][CH2:33][N:32]([CH2:37][CH2:36]2)[C@H:31]1[CH2:38][C:39]1[CH:40]=[N:41][CH:42]=[CH:43][CH:44]=1, predict the reactants needed to synthesize it. (5) Given the product [Cl:1][C:2]1[CH:7]=[CH:6][C:5]([C:8]2([CH3:35])[C:12]([C:14]3[CH:15]=[CH:16][C:17]([Cl:20])=[CH:18][CH:19]=3)([CH3:13])[N:11]([C:36]([Cl:38])=[O:37])[C:10]([C:21]3[CH:26]=[CH:25][C:24]([C:27]([O:30][CH3:31])([CH3:28])[CH3:29])=[CH:23][C:22]=3[O:32][CH2:33][CH3:34])=[N:9]2)=[CH:4][CH:3]=1, predict the reactants needed to synthesize it. The reactants are: [Cl:1][C:2]1[CH:7]=[CH:6][C:5]([C:8]2([CH3:35])[C:12]([C:14]3[CH:19]=[CH:18][C:17]([Cl:20])=[CH:16][CH:15]=3)([CH3:13])[NH:11][C:10]([C:21]3[CH:26]=[CH:25][C:24]([C:27]([O:30][CH3:31])([CH3:29])[CH3:28])=[CH:23][C:22]=3[O:32][CH2:33][CH3:34])=[N:9]2)=[CH:4][CH:3]=1.[C:36](Cl)([Cl:38])=[O:37]. (6) The reactants are: [OH-].[Na+].[CH3:3][C:4]1[CH:36]=[CH:35][CH:34]=[C:33]([CH3:37])[C:5]=1[CH2:6][O:7][C:8]1[CH:17]=[C:16]2[C:11]([C:12]([O:23][CH2:24][C:25]3[CH:30]=[CH:29][CH:28]=[CH:27][C:26]=3[O:31][CH3:32])=[CH:13][C:14]([C:18]([O:20]CC)=[O:19])=[CH:15]2)=[CH:10][CH:9]=1. Given the product [CH3:37][C:33]1[CH:34]=[CH:35][CH:36]=[C:4]([CH3:3])[C:5]=1[CH2:6][O:7][C:8]1[CH:17]=[C:16]2[C:11]([C:12]([O:23][CH2:24][C:25]3[CH:30]=[CH:29][CH:28]=[CH:27][C:26]=3[O:31][CH3:32])=[CH:13][C:14]([C:18]([OH:20])=[O:19])=[CH:15]2)=[CH:10][CH:9]=1, predict the reactants needed to synthesize it.